From a dataset of Forward reaction prediction with 1.9M reactions from USPTO patents (1976-2016). Predict the product of the given reaction. Given the reactants [NH2:1][C:2]1[N:7]=[C:6]([O:8][CH2:9][C:10](O)=[O:11])[C:5]([C:13]2[CH:18]=[CH:17][C:16](=[O:19])[N:15]([CH:20]([CH3:22])[CH3:21])[N:14]=2)=[C:4]([C:23]2[CH:28]=[CH:27][CH:26]=[CH:25][CH:24]=2)[N:3]=1.Cl.CN.O[N:33]1[C:37]2C=CC=CC=2N=N1.Cl.CN(C)CCCN=C=NCC, predict the reaction product. The product is: [NH2:1][C:2]1[N:7]=[C:6]([O:8][CH2:9][C:10]([NH:33][CH3:37])=[O:11])[C:5]([C:13]2[CH:18]=[CH:17][C:16](=[O:19])[N:15]([CH:20]([CH3:21])[CH3:22])[N:14]=2)=[C:4]([C:23]2[CH:24]=[CH:25][CH:26]=[CH:27][CH:28]=2)[N:3]=1.